This data is from Forward reaction prediction with 1.9M reactions from USPTO patents (1976-2016). The task is: Predict the product of the given reaction. (1) Given the reactants C([O:3][C:4](=[O:21])[CH:5]([O:19][CH3:20])[CH2:6][C:7]1[CH:12]=[CH:11][C:10]([C:13]#[C:14][CH2:15][CH2:16][CH2:17]Br)=[CH:9][CH:8]=1)C.[C:22]([C:31]1[CH:36]=[CH:35][C:34]([OH:37])=[CH:33][CH:32]=1)([C:25]1[CH:30]=[CH:29][CH:28]=[CH:27][CH:26]=1)([CH3:24])[CH3:23], predict the reaction product. The product is: [CH3:20][O:19][C@@H:5]([CH2:6][C:7]1[CH:8]=[CH:9][C:10]([C:13]#[C:14][CH2:15][CH2:16][CH2:17][O:37][C:34]2[CH:33]=[CH:32][C:31]([C:22]([CH3:24])([C:25]3[CH:26]=[CH:27][CH:28]=[CH:29][CH:30]=3)[CH3:23])=[CH:36][CH:35]=2)=[CH:11][CH:12]=1)[C:4]([OH:3])=[O:21]. (2) Given the reactants C([N:8]1[CH2:33][CH2:32][CH2:31][C:10]2([N:14]([CH2:15][CH2:16][C:17]3[CH:22]=[CH:21][C:20]([O:23][CH3:24])=[CH:19][CH:18]=3)[C:13](=[O:25])[N:12]([CH2:26][CH:27]([CH3:29])[CH3:28])[C:11]2=[O:30])[CH2:9]1)C1C=CC=CC=1.[H][H], predict the reaction product. The product is: [CH2:26]([N:12]1[C:11](=[O:30])[C:10]2([CH2:31][CH2:32][CH2:33][NH:8][CH2:9]2)[N:14]([CH2:15][CH2:16][C:17]2[CH:22]=[CH:21][C:20]([O:23][CH3:24])=[CH:19][CH:18]=2)[C:13]1=[O:25])[CH:27]([CH3:28])[CH3:29]. (3) Given the reactants [NH:1]1[C:9]2[C:4](=[CH:5][CH:6]=[CH:7][CH:8]=2)[CH:3]=[C:2]1[CH2:10][CH2:11][NH:12][C:13]1[CH:18]=[CH:17][C:16]([N+:19]([O-])=O)=[CH:15][C:14]=1[F:22].CCOC(C)=O, predict the reaction product. The product is: [NH:1]1[C:9]2[C:4](=[CH:5][CH:6]=[CH:7][CH:8]=2)[CH:3]=[C:2]1[CH2:10][CH2:11][NH:12][C:13]1[CH:18]=[CH:17][C:16]([NH2:19])=[CH:15][C:14]=1[F:22].